Task: Predict the product of the given reaction.. Dataset: Forward reaction prediction with 1.9M reactions from USPTO patents (1976-2016) (1) Given the reactants [NH:1]1[C:9]2[C:4](=[CH:5][CH:6]=[CH:7][CH:8]=2)[C:3]([CH2:10][CH2:11][C:12]([OH:14])=O)=[CH:2]1.C(N1C=CN=C1)(N1C=CN=C1)=O.[Cl:27][C:28]1[CH:29]=[C:30]2[C:39](=[CH:40][CH:41]=1)[C:38]([NH:42][CH2:43][CH2:44][CH2:45][CH2:46][CH2:47][CH2:48][CH2:49][NH2:50])=[C:37]1[C:32]([CH2:33][CH2:34][CH2:35][CH2:36]1)=[N:31]2, predict the reaction product. The product is: [Cl:27][C:28]1[CH:29]=[C:30]2[C:39](=[CH:40][CH:41]=1)[C:38]([NH:42][CH2:43][CH2:44][CH2:45][CH2:46][CH2:47][CH2:48][CH2:49][NH:50][C:12](=[O:14])[CH2:11][CH2:10][C:3]1[C:4]3[C:9](=[CH:8][CH:7]=[CH:6][CH:5]=3)[NH:1][CH:2]=1)=[C:37]1[C:32]([CH2:33][CH2:34][CH2:35][CH2:36]1)=[N:31]2. (2) Given the reactants Br[C:2]1[C:10]2[N:9]3[CH2:11][CH2:12][NH:13][C:14](=[O:15])[C:8]3=[CH:7][C:6]=2[CH:5]=[C:4]([F:16])[CH:3]=1.[N:17]1[CH:22]=[CH:21][C:20](B(O)O)=[CH:19][CH:18]=1, predict the reaction product. The product is: [F:16][C:4]1[CH:3]=[C:2]([C:20]2[CH:21]=[CH:22][N:17]=[CH:18][CH:19]=2)[C:10]2[N:9]3[CH2:11][CH2:12][NH:13][C:14](=[O:15])[C:8]3=[CH:7][C:6]=2[CH:5]=1. (3) Given the reactants [Cl:1][C:2]1[CH:7]=[CH:6][C:5]([C:8]2[C:12](O)([CH3:13])[O:11][C:10](=O)[C:9]=2[C:16]2[S:17][CH:18]=[CH:19][CH:20]=2)=[CH:4][CH:3]=1.O.[NH2:22][NH2:23], predict the reaction product. The product is: [Cl:1][C:2]1[CH:7]=[CH:6][C:5]([C:8]2[C:12]([CH3:13])=[N:23][NH:22][C:10](=[O:11])[C:9]=2[C:16]2[S:17][CH:18]=[CH:19][CH:20]=2)=[CH:4][CH:3]=1. (4) Given the reactants Cl[C:2]1[N:3]=[C:4]([N:15]2[CH2:20][CH2:19][O:18][CH2:17][CH2:16]2)[C:5]2[O:11][CH:10]([CH:12]3[CH2:14][CH2:13]3)[CH2:9][O:8][C:6]=2[N:7]=1.CC1(C)C(C)(C)OB([C:29]2[CH:30]=[N:31][C:32]([NH2:35])=[N:33][CH:34]=2)O1.C(=O)([O-])[O-].[Na+].[Na+], predict the reaction product. The product is: [CH:12]1([CH:10]2[CH2:9][O:8][C:6]3[N:7]=[C:2]([C:29]4[CH:30]=[N:31][C:32]([NH2:35])=[N:33][CH:34]=4)[N:3]=[C:4]([N:15]4[CH2:20][CH2:19][O:18][CH2:17][CH2:16]4)[C:5]=3[O:11]2)[CH2:14][CH2:13]1.